This data is from Peptide-MHC class I binding affinity with 185,985 pairs from IEDB/IMGT. The task is: Regression. Given a peptide amino acid sequence and an MHC pseudo amino acid sequence, predict their binding affinity value. This is MHC class I binding data. The peptide sequence is ATQPVHWFL. The MHC is HLA-B35:01 with pseudo-sequence HLA-B35:01. The binding affinity (normalized) is 0.0847.